Dataset: Retrosynthesis with 50K atom-mapped reactions and 10 reaction types from USPTO. Task: Predict the reactants needed to synthesize the given product. (1) Given the product COc1cc(F)c(F)cc1O, predict the reactants needed to synthesize it. The reactants are: COc1cc(F)c(F)cc1OC. (2) Given the product CCn1nnn(CCBr)c1=O, predict the reactants needed to synthesize it. The reactants are: BrCCBr.CCn1nn[nH]c1=O. (3) The reactants are: Cc1ccc(N)cc1.O=C(O)c1cnc2c(C(F)(F)F)cccc2c1-c1ccccc1. Given the product Cc1ccc(NC(=O)c2cnc3c(C(F)(F)F)cccc3c2-c2ccccc2)cc1, predict the reactants needed to synthesize it.